Dataset: Reaction yield outcomes from USPTO patents with 853,638 reactions. Task: Predict the reaction yield, written as a fraction of the theoretical maximum amount of product (1.0 means a 100% yield; for example, 0.34 means a 34% yield). (1) The reactants are [C:1]([N:9]1[C:15]2[CH:16]=[CH:17][CH:18]=[CH:19][C:14]=2[CH2:13][N:12]([S:20]([C:23]2[CH:28]=[CH:27][C:26]([O:29][CH2:30][CH:31]=[C:32]=[CH:33][CH3:34])=[CH:25][CH:24]=2)(=[O:22])=[O:21])[CH:11]([C:35]([O:37]C)=[O:36])[CH2:10]1)(=[O:8])[C:2]1[CH:7]=[CH:6][CH:5]=[CH:4][CH:3]=1.[OH-].[Li+]. The catalyst is O.CO.O1CCCC1. The product is [C:1]([N:9]1[C:15]2[CH:16]=[CH:17][CH:18]=[CH:19][C:14]=2[CH2:13][N:12]([S:20]([C:23]2[CH:24]=[CH:25][C:26]([O:29][CH2:30][CH:31]=[C:32]=[CH:33][CH3:34])=[CH:27][CH:28]=2)(=[O:22])=[O:21])[CH:11]([C:35]([OH:37])=[O:36])[CH2:10]1)(=[O:8])[C:2]1[CH:3]=[CH:4][CH:5]=[CH:6][CH:7]=1. The yield is 0.950. (2) The reactants are [F:1][C:2]1[CH:7]=[CH:6][C:5]([C:8]2[NH:9][CH:10]=[C:11]([CH2:19][OH:20])[C:12]=2[C:13]2[CH:18]=[CH:17][N:16]=[CH:15][CH:14]=2)=[CH:4][CH:3]=1. The catalyst is CS(C)=O.[O-2].[O-2].[Mn+4]. The product is [F:1][C:2]1[CH:3]=[CH:4][C:5]([C:8]2[NH:9][CH:10]=[C:11]([CH:19]=[O:20])[C:12]=2[C:13]2[CH:18]=[CH:17][N:16]=[CH:15][CH:14]=2)=[CH:6][CH:7]=1. The yield is 0.690. (3) The reactants are Br([O-])(=O)=O.[Na+].[F:6][C:7]1[CH:14]=[CH:13][C:10]([CH2:11][OH:12])=[CH:9][CH:8]=1.CC[O:17]CC. The catalyst is C(#N)C.O. The product is [F:6][C:7]1[CH:14]=[CH:13][C:10]([C:11]([OH:17])=[O:12])=[CH:9][CH:8]=1. The yield is 0.860. (4) The reactants are [C:1]([O:5][C:6]([N:8]([CH3:22])[C@@H:9]([C:13]([CH3:21])([C:15]1[CH:20]=[CH:19][CH:18]=[CH:17][CH:16]=1)[CH3:14])[C:10](O)=[O:11])=[O:7])([CH3:4])([CH3:3])[CH3:2].F[P-](F)(F)(F)(F)F.N1(O[P+](N2CCCC2)(N2CCCC2)N2CCCC2)C2C=CC=CC=2N=N1.C(N(C(C)C)CC)(C)C.[CH3:65]/[C:66](=[CH:72]\[C@@H:73]([N:77]([CH3:86])[C:78](=[O:85])[C@H:79]([C@H:81]([CH3:84])[O:82][CH3:83])[NH2:80])[CH:74]([CH3:76])[CH3:75])/[C:67]([O:69][CH2:70][CH3:71])=[O:68]. The catalyst is ClCCl. The product is [C:1]([O:5][C:6]([N:8]([CH3:22])[C@H:9]([C:10]([NH:80][C@H:79]([C:78]([N:77]([C@@H:73]([CH:74]([CH3:76])[CH3:75])/[CH:72]=[C:66](\[CH3:65])/[C:67]([O:69][CH2:70][CH3:71])=[O:68])[CH3:86])=[O:85])[C@H:81]([CH3:84])[O:82][CH3:83])=[O:11])[C:13]([CH3:21])([CH3:14])[C:15]1[CH:20]=[CH:19][CH:18]=[CH:17][CH:16]=1)=[O:7])([CH3:3])([CH3:2])[CH3:4]. The yield is 0.790.